Dataset: Full USPTO retrosynthesis dataset with 1.9M reactions from patents (1976-2016). Task: Predict the reactants needed to synthesize the given product. (1) Given the product [C:1]([O:5][C:6](=[O:25])[NH:7][CH2:8][CH2:9][N:10]1[C:19]2[CH:18]=[CH:17][CH:16]=[CH:15][C:14]=2[C:13]2=[N:27][NH:28][C:21]([CH3:22])=[C:12]2[C:11]1=[O:24])([CH3:2])([CH3:4])[CH3:3], predict the reactants needed to synthesize it. The reactants are: [C:1]([O:5][C:6](=[O:25])[NH:7][CH2:8][CH2:9][N:10]1[C:19]2[C:14](=[CH:15][CH:16]=[CH:17][CH:18]=2)[C:13](O)=[C:12]([C:21](=O)[CH3:22])[C:11]1=[O:24])([CH3:4])([CH3:3])[CH3:2].O.[NH2:27][NH2:28]. (2) Given the product [Cl:15][C:16]1[CH:23]=[CH:22][C:19]([C:20]2[O:21][CH:2]=[N:1][C:3]=2[CH3:4])=[CH:18][C:17]=1[F:24], predict the reactants needed to synthesize it. The reactants are: [N+:1]([CH:3](S(C1C=CC(C)=CC=1)(=O)=O)[CH3:4])#[C-:2].[Cl:15][C:16]1[CH:23]=[CH:22][C:19]([CH:20]=[O:21])=[CH:18][C:17]=1[F:24].C([O-])([O-])=O.[K+].[K+].O. (3) Given the product [F:29][C:27]1[CH:26]=[C:23]([C:24]#[N:25])[CH:22]=[C:21]([C:9]2[CH:10]=[CH:11][C:12]([C:15]([F:16])([F:17])[F:18])=[CH:13][CH:14]=2)[CH:28]=1, predict the reactants needed to synthesize it. The reactants are: CC1(C)C(C)(C)OB([C:9]2[CH:14]=[CH:13][C:12]([C:15]([F:18])([F:17])[F:16])=[CH:11][CH:10]=2)O1.Br[C:21]1[CH:22]=[C:23]([CH:26]=[C:27]([F:29])[CH:28]=1)[C:24]#[N:25].C(=O)([O-])[O-].[K+].[K+].O. (4) Given the product [CH3:18][O:19][C:20](=[O:38])[CH2:21][C:22]1[C:23]([CH3:37])=[N:24][N:25]([CH2:28][C:29]2[CH:30]=[CH:31][C:32]([CH2:35][S:9][C:6]3[CH:5]=[CH:4][C:3]([C:2]([F:1])([F:10])[F:11])=[CH:8][CH:7]=3)=[CH:33][CH:34]=2)[C:26]=1[CH3:27], predict the reactants needed to synthesize it. The reactants are: [F:1][C:2]([F:11])([F:10])[C:3]1[CH:8]=[CH:7][C:6]([SH:9])=[CH:5][CH:4]=1.C([O-])([O-])=O.[K+].[K+].[CH3:18][O:19][C:20](=[O:38])[CH2:21][C:22]1[C:23]([CH3:37])=[N:24][N:25]([CH2:28][C:29]2[CH:34]=[CH:33][C:32]([CH2:35]Cl)=[CH:31][CH:30]=2)[C:26]=1[CH3:27].C(OCC)(=O)C. (5) Given the product [C:1]([O:5][C:6]([N:8]1[CH2:26][CH2:25][N:11]2[C:12]3[CH:13]=[CH:14][CH:15]=[CH:16][C:17]=3[C:18]([C:19]([OH:24])=[O:29])=[C:10]2[CH2:9]1)=[O:7])([CH3:2])([CH3:3])[CH3:4], predict the reactants needed to synthesize it. The reactants are: [C:1]([O:5][C:6]([N:8]1[CH2:26][CH2:25][N:11]2[C:12]3[CH:13]=[CH:14][CH:15]=[CH:16][C:17]=3[C:18]([C:19](=[O:24])C(F)(F)F)=[C:10]2[CH2:9]1)=[O:7])([CH3:4])([CH3:3])[CH3:2].[H-].[Na+].[OH2:29].